Predict the product of the given reaction. From a dataset of Forward reaction prediction with 1.9M reactions from USPTO patents (1976-2016). Given the reactants [CH3:1][O:2][C:3]1[CH:8]=[CH:7][CH:6]=[CH:5][C:4]=1[N:9]1[C:13]([C:14]([F:17])([F:16])[F:15])=[C:12]([C:18](O)=[O:19])[CH:11]=[N:10]1.[F:21][C:22]([F:32])([F:31])[C:23]1[CH:24]=[C:25]([CH:28]=[CH:29][CH:30]=1)[CH2:26][NH2:27], predict the reaction product. The product is: [CH3:1][O:2][C:3]1[CH:8]=[CH:7][CH:6]=[CH:5][C:4]=1[N:9]1[C:13]([C:14]([F:17])([F:15])[F:16])=[C:12]([C:18]([NH:27][CH2:26][C:25]2[CH:28]=[CH:29][CH:30]=[C:23]([C:22]([F:31])([F:32])[F:21])[CH:24]=2)=[O:19])[CH:11]=[N:10]1.